This data is from Full USPTO retrosynthesis dataset with 1.9M reactions from patents (1976-2016). The task is: Predict the reactants needed to synthesize the given product. (1) Given the product [CH3:55][S:56]([C:59]1[CH:67]=[C:66]([C:68]([F:69])([F:70])[F:71])[CH:65]=[CH:64][C:60]=1[C:61]([NH:19][CH2:18][C:15]1[CH:16]=[CH:17][C:12]([S:9]([C:5]2[CH:6]=[CH:7][CH:8]=[C:3]([C:2]([F:20])([F:1])[F:21])[CH:4]=2)(=[O:11])=[O:10])=[CH:13][CH:14]=1)=[O:62])(=[O:58])=[O:57], predict the reactants needed to synthesize it. The reactants are: [F:1][C:2]([F:21])([F:20])[C:3]1[CH:4]=[C:5]([S:9]([C:12]2[CH:17]=[CH:16][C:15]([CH2:18][NH2:19])=[CH:14][CH:13]=2)(=[O:11])=[O:10])[CH:6]=[CH:7][CH:8]=1.CN(C(ON1N=NC2C=CC=NC1=2)=[N+](C)C)C.F[P-](F)(F)(F)(F)F.CCN(C(C)C)C(C)C.[CH3:55][S:56]([C:59]1[CH:67]=[C:66]([C:68]([F:71])([F:70])[F:69])[CH:65]=[CH:64][C:60]=1[C:61](O)=[O:62])(=[O:58])=[O:57]. (2) Given the product [Cl:1][C:2]1[CH:7]=[C:6]([NH:8][C:9]([C:11]2[CH:16]=[C:15]([C:28]3[CH:33]=[CH:32][N:31]=[C:30]([C:34]#[N:35])[CH:29]=3)[CH:14]=[C:13]([CH3:26])[N:12]=2)=[O:10])[CH:5]=[CH:4][N:3]=1, predict the reactants needed to synthesize it. The reactants are: [Cl:1][C:2]1[CH:7]=[C:6]([NH:8][C:9]([C:11]2[CH:16]=[C:15](B3OC(C)(C)C(C)(C)O3)[CH:14]=[C:13]([CH3:26])[N:12]=2)=[O:10])[CH:5]=[CH:4][N:3]=1.Br[C:28]1[CH:33]=[CH:32][N:31]=[C:30]([C:34]#[N:35])[CH:29]=1. (3) Given the product [CH3:19][O:18][C:14]1[S:13][C:12]2=[N:11][C:10]([C:8]3[O:9][C:5]4[CH:4]=[C:3]([O:2][CH3:1])[CH:21]=[C:20]([O:22][CH2:24][C:25]5[N:26]=[C:27]([CH2:30][O:31][CH2:32][CH2:33][O:34][CH3:35])[S:28][CH:29]=5)[C:6]=4[CH:7]=3)=[CH:17][N:16]2[N:15]=1, predict the reactants needed to synthesize it. The reactants are: [CH3:1][O:2][C:3]1[CH:4]=[C:5]2[O:9][C:8]([C:10]3[N:11]=[C:12]4[N:16]([CH:17]=3)[N:15]=[C:14]([O:18][CH3:19])[S:13]4)=[CH:7][C:6]2=[C:20]([OH:22])[CH:21]=1.Br[CH2:24][C:25]1[N:26]=[C:27]([CH2:30][O:31][CH2:32][CH2:33][O:34][CH3:35])[S:28][CH:29]=1.C(=O)([O-])[O-].[K+].[K+]. (4) The reactants are: [CH3:1][C:2]1[C:3]([CH3:15])([CH3:14])[C:4]2[C:5]([N:13]=1)=[N:6][CH:7]=[C:8]([C:10]([OH:12])=[O:11])[CH:9]=2.O.[C:17]1(C)C=CC(S(O)(=O)=O)=C[CH:18]=1. Given the product [CH2:17]([O:11][C:10]([C:8]1[CH:9]=[C:4]2[C:3]([CH3:15])([CH3:14])[C:2]([CH3:1])=[N:13][C:5]2=[N:6][CH:7]=1)=[O:12])[CH3:18], predict the reactants needed to synthesize it. (5) Given the product [CH2:25]([O:27][C:28]([C:30]1([C:33]2[CH:38]=[CH:37][C:36]([C:20]3[CH:21]=[CH:22][C:17]([C:16]4[O:15][N:14]=[C:13]([CH3:24])[C:12]=4[CH:10]([OH:11])[CH2:9][O:8][CH2:1][C:2]4[CH:7]=[CH:6][CH:5]=[CH:4][CH:3]=4)=[CH:18][CH:19]=3)=[CH:35][CH:34]=2)[CH2:31][CH2:32]1)=[O:29])[CH3:26], predict the reactants needed to synthesize it. The reactants are: [CH2:1]([O:8][CH2:9][CH:10]([C:12]1[C:13]([CH3:24])=[N:14][O:15][C:16]=1[C:17]1[CH:22]=[CH:21][C:20](Br)=[CH:19][CH:18]=1)[OH:11])[C:2]1[CH:7]=[CH:6][CH:5]=[CH:4][CH:3]=1.[CH2:25]([O:27][C:28]([C:30]1([C:33]2[CH:38]=[CH:37][C:36](B3OC(C)(C)C(C)(C)O3)=[CH:35][CH:34]=2)[CH2:32][CH2:31]1)=[O:29])[CH3:26]. (6) The reactants are: [N+:1]([C:4]1[CH:5]=[C:6]2[C:11]3=[C:12]([C:14]4[CH2:20][CH2:19][CH2:18][CH2:17][C:16](=O)[C:15]=4[N:10]3[CH2:9][CH2:8][CH2:7]2)[CH:13]=1)([O-])=O.[H-].[H-].[H-].[H-].[Li+].[Al+3]. Given the product [CH:13]1[C:12]2[C:14]3[CH2:20][CH2:19][CH2:18][CH2:17][CH2:16][C:15]=3[N:10]3[C:11]=2[C:6]([CH2:7][CH2:8][CH2:9]3)=[CH:5][C:4]=1[NH2:1], predict the reactants needed to synthesize it. (7) Given the product [C:1]([C:5]1[CH:9]=[C:8]([NH:10][C:11]([NH:13][C:14]2[CH:19]=[CH:18][C:17]([CH3:20])=[C:16]([C:21]3[C:32](=[O:33])[N:31]([CH3:34])[C:24]4[N:25]=[C:26]([NH:37][CH3:36])[N:27]=[CH:28][C:23]=4[CH:22]=3)[CH:15]=2)=[O:12])[N:7]([CH3:35])[N:6]=1)([CH3:4])([CH3:3])[CH3:2], predict the reactants needed to synthesize it. The reactants are: [C:1]([C:5]1[CH:9]=[C:8]([NH:10][C:11]([NH:13][C:14]2[CH:19]=[CH:18][C:17]([CH3:20])=[C:16]([C:21]3[C:32](=[O:33])[N:31]([CH3:34])[C:24]4[N:25]=[C:26](SC)[N:27]=[CH:28][C:23]=4[CH:22]=3)[CH:15]=2)=[O:12])[N:7]([CH3:35])[N:6]=1)([CH3:4])([CH3:3])[CH3:2].[CH3:36][NH2:37].C1COCC1.